Dataset: Peptide-MHC class I binding affinity with 185,985 pairs from IEDB/IMGT. Task: Regression. Given a peptide amino acid sequence and an MHC pseudo amino acid sequence, predict their binding affinity value. This is MHC class I binding data. (1) The peptide sequence is TWAQNIPTAI. The MHC is HLA-A24:02 with pseudo-sequence HLA-A24:02. The binding affinity (normalized) is 0.397. (2) The peptide sequence is WDQMWKCL. The MHC is H-2-Kk with pseudo-sequence H-2-Kk. The binding affinity (normalized) is 0.490.